Dataset: Forward reaction prediction with 1.9M reactions from USPTO patents (1976-2016). Task: Predict the product of the given reaction. (1) Given the reactants Br[C:2]1[C:11]2C(=C([N+]([O-])=[O:13])C=C[CH:10]=2)[CH:5]=[C:4](OC)[C:3]=1OC.C(C1C=CC(B(O)O)=CC=1)(C)(C)C.C([O-])([O-])=O.[Na+].[Na+].[O:38]1[CH2:43][CH2:42]O[CH2:40][CH2:39]1, predict the reaction product. The product is: [CH3:40][CH2:39][O:38][C:43]([CH3:42])=[O:13].[CH3:10][CH2:11][CH2:2][CH2:3][CH2:4][CH3:5]. (2) Given the reactants I[C:2]1[C:10]2[C:5](=[N:6][CH:7]=[CH:8][C:9]=2[N:11]2[CH2:16][CH2:15][N:14]([C:17]([O:19][C:20]([CH3:23])([CH3:22])[CH3:21])=[O:18])[CH2:13][CH2:12]2)[N:4]([CH2:24][C:25]2[CH:30]=[CH:29][C:28]([O:31][CH3:32])=[CH:27][CH:26]=2)[N:3]=1.N1C2C(=CC=C3C=2N=CC=C3)C=CC=1.[CH3:47][C:48]1([CH3:55])[O:52][CH:51]([CH2:53][OH:54])[CH2:50][O:49]1.[F-].[K+], predict the reaction product. The product is: [CH3:47][C:48]1([CH3:55])[O:52][CH:51]([CH2:53][O:54][C:2]2[C:10]3[C:5](=[N:6][CH:7]=[CH:8][C:9]=3[N:11]3[CH2:16][CH2:15][N:14]([C:17]([O:19][C:20]([CH3:23])([CH3:22])[CH3:21])=[O:18])[CH2:13][CH2:12]3)[N:4]([CH2:24][C:25]3[CH:30]=[CH:29][C:28]([O:31][CH3:32])=[CH:27][CH:26]=3)[N:3]=2)[CH2:50][O:49]1. (3) Given the reactants CO.C[O-].[Na+].[SH:6][CH2:7][C:8]([O:10][CH3:11])=[O:9].Cl/[C:13](/[C:17]1[CH:22]=[CH:21][N:20]=[CH:19][CH:18]=1)=[CH:14]/[C:15]#[N:16], predict the reaction product. The product is: [NH2:16][C:15]1[CH:14]=[C:13]([C:17]2[CH:22]=[CH:21][N:20]=[CH:19][CH:18]=2)[S:6][C:7]=1[C:8]([O:10][CH3:11])=[O:9].